From a dataset of Peptide-MHC class I binding affinity with 185,985 pairs from IEDB/IMGT. Regression. Given a peptide amino acid sequence and an MHC pseudo amino acid sequence, predict their binding affinity value. This is MHC class I binding data. (1) The MHC is HLA-A02:02 with pseudo-sequence HLA-A02:02. The peptide sequence is QARQMVQAMRA. The binding affinity (normalized) is 0.0643. (2) The peptide sequence is YLQMNSLR. The MHC is HLA-A11:01 with pseudo-sequence HLA-A11:01. The binding affinity (normalized) is 0. (3) The peptide sequence is VALRTLLL. The binding affinity (normalized) is 0. The MHC is H-2-Db with pseudo-sequence H-2-Db.